This data is from Reaction yield outcomes from USPTO patents with 853,638 reactions. The task is: Predict the reaction yield, written as a fraction of the theoretical maximum amount of product (1.0 means a 100% yield; for example, 0.34 means a 34% yield). (1) The reactants are C[O:2][C:3]1[CH:4]=[C:5]([CH:23]=[CH:24][CH:25]=1)[CH2:6][NH:7][C:8]1[CH:9]=[N:10][CH:11]=[C:12]([CH2:14][C:15]2[CH:20]=[CH:19][CH:18]=[C:17]([O:21]C)[CH:16]=2)[CH:13]=1.B(Br)(Br)Br. The catalyst is C(Cl)Cl. The product is [OH:2][C:3]1[CH:4]=[C:5]([CH:23]=[CH:24][CH:25]=1)[CH2:6][NH:7][C:8]1[CH:9]=[N:10][CH:11]=[C:12]([CH2:14][C:15]2[CH:20]=[CH:19][CH:18]=[C:17]([OH:21])[CH:16]=2)[CH:13]=1. The yield is 0.400. (2) The reactants are [Cl:1][C:2]1[CH:10]=[C:6]([C:7]([OH:9])=O)[C:5]([OH:11])=[CH:4][CH:3]=1.[NH2:12][C:13]1[S:14][CH:15]=[C:16]([C:18]2[CH:23]=[C:22]([F:24])[CH:21]=[CH:20][C:19]=2[F:25])[N:17]=1. No catalyst specified. The product is [Cl:1][C:2]1[CH:3]=[CH:4][C:5]([OH:11])=[C:6]([CH:10]=1)[C:7]([NH:12][C:13]1[S:14][CH:15]=[C:16]([C:18]2[CH:23]=[C:22]([F:24])[CH:21]=[CH:20][C:19]=2[F:25])[N:17]=1)=[O:9]. The yield is 0.365. (3) The reactants are [Cl:1][C:2]1[C:11]([CH3:12])=[CH:10][C:9]([NH2:13])=[C:8]2[C:3]=1[CH:4]=[CH:5][CH:6]=[N:7]2.[C:14]1([S:20](Cl)(=[O:22])=[O:21])[CH:19]=[CH:18][CH:17]=[CH:16][CH:15]=1. The catalyst is CN(C1C=CN=CC=1)C. The product is [Cl:1][C:2]1[C:11]([CH3:12])=[CH:10][C:9]([NH:13][S:20]([C:14]2[CH:19]=[CH:18][CH:17]=[CH:16][CH:15]=2)(=[O:22])=[O:21])=[C:8]2[C:3]=1[CH:4]=[CH:5][CH:6]=[N:7]2. The yield is 0.400. (4) The reactants are [Br:1][C:2]1[CH:9]=[CH:8][C:5]([CH2:6]Br)=[CH:4][CH:3]=1.CN(C)C=O.[CH3:15][S:16]([O-:18])=[O:17].[Na+]. The catalyst is O. The product is [Br:1][C:2]1[CH:9]=[CH:8][C:5]([CH2:6][S:16]([CH3:15])(=[O:18])=[O:17])=[CH:4][CH:3]=1. The yield is 0.950. (5) The reactants are C([O:8][C:9]1[C:14]([N:15]([CH3:20])[S:16]([CH3:19])(=[O:18])=[O:17])=[CH:13][N:12]2[N:21]=[C:22]([C:28]3[CH:33]=[CH:32][C:31]([F:34])=[CH:30][CH:29]=3)[C:23]([C:24]([NH:26][CH3:27])=[O:25])=[C:11]2[CH:10]=1)C1C=CC=CC=1. The catalyst is C1COCC1.[Pd]. The product is [F:34][C:31]1[CH:32]=[CH:33][C:28]([C:22]2[C:23]([C:24]([NH:26][CH3:27])=[O:25])=[C:11]3[CH:10]=[C:9]([OH:8])[C:14]([N:15]([CH3:20])[S:16]([CH3:19])(=[O:18])=[O:17])=[CH:13][N:12]3[N:21]=2)=[CH:29][CH:30]=1. The yield is 0.940. (6) The reactants are [CH2:1]1[CH2:6][C@H:5]([C:7]([OH:9])=[O:8])[CH2:4][CH2:3][C@H:2]1[CH2:10][NH2:11].[CH:12]1([C:18]([O:20][CH:21]([O:23][C:24](ON2C(=O)CCC2=O)=[O:25])[CH3:22])=[O:19])[CH2:17][CH2:16][CH2:15][CH2:14][CH2:13]1. The catalyst is CC(OC)(C)C.CC(C)=O.O. The product is [CH:12]1([C:18]([O:20][CH:21]([O:23][C:24]([NH:11][CH2:10][C@H:2]2[CH2:3][CH2:4][C@H:5]([C:7]([OH:9])=[O:8])[CH2:6][CH2:1]2)=[O:25])[CH3:22])=[O:19])[CH2:13][CH2:14][CH2:15][CH2:16][CH2:17]1. The yield is 0.260. (7) The reactants are F[C:2]1[N:7]=[C:6]([C:8]2[C:16]3[C:11](=[CH:12][N:13]=[C:14]([C:17]4[CH:18]=[N:19][N:20]([CH3:22])[CH:21]=4)[CH:15]=3)[N:10](C3CCCCO3)[N:9]=2)[CH:5]=[CH:4][CH:3]=1.[F:29][C:30]([F:45])([F:44])[C:31]1([NH:36]C(=O)OC(C)(C)C)[CH2:35][CH2:34][NH:33][CH2:32]1. The yield is 0.473. No catalyst specified. The product is [CH3:22][N:20]1[CH:21]=[C:17]([C:14]2[CH:15]=[C:16]3[C:8]([C:6]4[N:7]=[C:2]([N:33]5[CH2:34][CH2:35][C:31]([C:30]([F:45])([F:44])[F:29])([NH2:36])[CH2:32]5)[CH:3]=[CH:4][CH:5]=4)=[N:9][NH:10][C:11]3=[CH:12][N:13]=2)[CH:18]=[N:19]1.